Task: Regression. Given two drug SMILES strings and cell line genomic features, predict the synergy score measuring deviation from expected non-interaction effect.. Dataset: NCI-60 drug combinations with 297,098 pairs across 59 cell lines (1) Drug 1: C1=CC=C(C(=C1)C(C2=CC=C(C=C2)Cl)C(Cl)Cl)Cl. Drug 2: CC1=C(C(=O)C2=C(C1=O)N3CC4C(C3(C2COC(=O)N)OC)N4)N. Cell line: RPMI-8226. Synergy scores: CSS=28.9, Synergy_ZIP=2.35, Synergy_Bliss=3.57, Synergy_Loewe=-26.7, Synergy_HSA=3.25. (2) Drug 1: CC1C(C(=O)NC(C(=O)N2CCCC2C(=O)N(CC(=O)N(C(C(=O)O1)C(C)C)C)C)C(C)C)NC(=O)C3=C4C(=C(C=C3)C)OC5=C(C(=O)C(=C(C5=N4)C(=O)NC6C(OC(=O)C(N(C(=O)CN(C(=O)C7CCCN7C(=O)C(NC6=O)C(C)C)C)C)C(C)C)C)N)C. Drug 2: C1C(C(OC1N2C=NC3=C(N=C(N=C32)Cl)N)CO)O. Cell line: OVCAR-5. Synergy scores: CSS=29.3, Synergy_ZIP=2.23, Synergy_Bliss=6.65, Synergy_Loewe=4.81, Synergy_HSA=8.36.